Dataset: Full USPTO retrosynthesis dataset with 1.9M reactions from patents (1976-2016). Task: Predict the reactants needed to synthesize the given product. (1) Given the product [F:29][C:27]1([F:30])[CH2:28][CH:25]([C:23]2[O:22][N:21]=[C:20]([C:18]3[CH:17]=[CH:16][C:15]([CH3:31])=[C:14]([NH:13][C:11]([C:8]4[N:6]5[CH:7]=[C:2]([C:40]6[CH:41]=[N:42][NH:43][CH:44]=6)[CH:3]=[CH:4][C:5]5=[N:10][CH:9]=4)=[O:12])[CH:19]=3)[N:24]=2)[CH2:26]1, predict the reactants needed to synthesize it. The reactants are: Br[C:2]1[CH:3]=[CH:4][C:5]2[N:6]([C:8]([C:11]([NH:13][C:14]3[CH:19]=[C:18]([C:20]4[N:24]=[C:23]([CH:25]5[CH2:28][C:27]([F:30])([F:29])[CH2:26]5)[O:22][N:21]=4)[CH:17]=[CH:16][C:15]=3[CH3:31])=[O:12])=[CH:9][N:10]=2)[CH:7]=1.CC1(C)C(C)(C)OB([C:40]2[CH:41]=[N:42][NH:43][CH:44]=2)O1.[O-]P([O-])([O-])=O.[K+].[K+].[K+]. (2) Given the product [CH3:40][N:26]([CH3:25])[CH2:27][C@H:28]([CH3:39])[C@:29]([C:31]1[CH:36]=[CH:35][CH:34]=[C:33]([O:37][CH3:38])[CH:32]=1)([OH:30])[CH2:3][CH3:4], predict the reactants needed to synthesize it. The reactants are: [Mg].B(O)(O)[C@H:3]1N(C([C@@H](N)C(C)C)=O)CC[CH2:4]1.CS(O)(=O)=O.C(Br)C.[CH3:25][N:26]([CH3:40])[CH2:27][C@H:28]([CH3:39])[C:29]([C:31]1[CH:36]=[CH:35][CH:34]=[C:33]([O:37][CH3:38])[CH:32]=1)=[O:30].S([O-])(O)(=O)=O.[NH4+]. (3) Given the product [C:49]([O:48][C:46]([NH:40][C@@H:39]([C@@H:38]([O:37][Si:30]([C:33]([CH3:34])([CH3:36])[CH3:35])([CH3:31])[CH3:32])[C:53]1[CH:54]=[CH:55][C:56]([C:59]([F:62])([F:61])[F:60])=[CH:57][CH:58]=1)[CH2:43][N:16]([C:14]1[S:15][C:11]([C:4]2[CH:5]=[CH:6][C:7]([N+:8]([O-:10])=[O:9])=[C:2]([F:1])[CH:3]=2)=[N:12][N:13]=1)[C:17](=[O:23])[O:18][C:19]([CH3:20])([CH3:22])[CH3:21])=[O:47])([CH3:52])([CH3:51])[CH3:50], predict the reactants needed to synthesize it. The reactants are: [F:1][C:2]1[CH:3]=[C:4]([C:11]2[S:15][C:14]([NH:16][C:17](=[O:23])[O:18][C:19]([CH3:22])([CH3:21])[CH3:20])=[N:13][N:12]=2)[CH:5]=[CH:6][C:7]=1[N+:8]([O-:10])=[O:9].C(=O)([O-])[O-].[Cs+].[Cs+].[Si:30]([O:37][C@@H:38]([C:53]1[CH:58]=[CH:57][C:56]([C:59]([F:62])([F:61])[F:60])=[CH:55][CH:54]=1)[C@H:39]1[CH2:43]OS(=O)(=O)[N:40]1[C:46]([O:48][C:49]([CH3:52])([CH3:51])[CH3:50])=[O:47])([C:33]([CH3:36])([CH3:35])[CH3:34])([CH3:32])[CH3:31].S1C=CN=N1.